Predict the product of the given reaction. From a dataset of Forward reaction prediction with 1.9M reactions from USPTO patents (1976-2016). (1) Given the reactants [Cl:1][C:2]1[CH:7]=[CH:6][CH:5]=[C:4]([F:8])[C:3]=1[CH2:9][NH2:10].[Br:11][C:12]1[S:16][C:15]2=[N:17][C:18]([C:20](O)=[O:21])=[CH:19][N:14]2[CH:13]=1, predict the reaction product. The product is: [Br:11][C:12]1[S:16][C:15]2=[N:17][C:18]([C:20]([NH:10][CH2:9][C:3]3[C:4]([F:8])=[CH:5][CH:6]=[CH:7][C:2]=3[Cl:1])=[O:21])=[CH:19][N:14]2[CH:13]=1. (2) Given the reactants [C:1]([C:3]1[C:4]([NH2:9])=[N:5][CH:6]=[CH:7][CH:8]=1)#[CH:2].[Br:10][C:11]1[CH:16]=[CH:15][C:14]([CH2:17][C:18](Cl)=[N:19][OH:20])=[CH:13][CH:12]=1.C(N(CC)CC)C, predict the reaction product. The product is: [Br:10][C:11]1[CH:12]=[CH:13][C:14]([CH2:17][C:18]2[CH:2]=[C:1]([C:3]3[C:4]([NH2:9])=[N:5][CH:6]=[CH:7][CH:8]=3)[O:20][N:19]=2)=[CH:15][CH:16]=1. (3) Given the reactants [Cl:1][C:2]1[CH:25]=[C:24]([Cl:26])[CH:23]=[CH:22][C:3]=1[CH2:4][N:5]1[C:9]([CH2:10][CH2:11][C:12]([O:14]CC)=[O:13])=[CH:8][C:7]([O:17][CH2:18][CH2:19][O:20][CH3:21])=[N:6]1.[OH-].[Na+].O1CCCC1, predict the reaction product. The product is: [Cl:1][C:2]1[CH:25]=[C:24]([Cl:26])[CH:23]=[CH:22][C:3]=1[CH2:4][N:5]1[C:9]([CH2:10][CH2:11][C:12]([OH:14])=[O:13])=[CH:8][C:7]([O:17][CH2:18][CH2:19][O:20][CH3:21])=[N:6]1. (4) The product is: [CH3:1][O:2][N:3]1[CH2:8][CH2:7][CH:6]([OH:9])[CH2:5][CH2:4]1. Given the reactants [CH3:1][O:2][N:3]1[CH2:8][CH2:7][C:6](=[O:9])[CH2:5][CH2:4]1.[BH4-].[Na+], predict the reaction product. (5) Given the reactants [CH3:1][O:2][C:3]1[CH:4]=[C:5]2[C:10](=[CH:11][C:12]=1[O:13][CH3:14])[N:9]=[C:8]([N:15]1C(=O)[CH:19]3[CH2:22][CH2:23][CH:16]1[CH2:17][CH2:18]3)[CH:7]=[N:6]2.[CH3:24][O-:25].[Na+].[CH3:27][OH:28], predict the reaction product. The product is: [CH3:24][O:25][C:27]([C@H:19]1[CH2:18][CH2:17][C@H:16]([NH:15][C:8]2[CH:7]=[N:6][C:5]3[C:10](=[CH:11][C:12]([O:13][CH3:14])=[C:3]([O:2][CH3:1])[CH:4]=3)[N:9]=2)[CH2:23][CH2:22]1)=[O:28].